Dataset: Reaction yield outcomes from USPTO patents with 853,638 reactions. Task: Predict the reaction yield, written as a fraction of the theoretical maximum amount of product (1.0 means a 100% yield; for example, 0.34 means a 34% yield). (1) The reactants are Br[C:2]1[N:6]2[CH2:7][CH2:8][N:9]([C:11]([O:13][C:14]([CH3:17])([CH3:16])[CH3:15])=[O:12])[CH2:10][C:5]2=[C:4]([C:18]([O:20][CH3:21])=[O:19])[N:3]=1.[C:22]1(B(O)O)[CH:27]=[CH:26][CH:25]=[CH:24][CH:23]=1.C(=O)([O-])[O-].[Cs+].[Cs+].C([O-])(O)=O.[Na+]. The yield is 0.700. The catalyst is C1(C)C=CC=CC=1. The product is [C:22]1([C:2]2[N:6]3[CH2:7][CH2:8][N:9]([C:11]([O:13][C:14]([CH3:17])([CH3:16])[CH3:15])=[O:12])[CH2:10][C:5]3=[C:4]([C:18]([O:20][CH3:21])=[O:19])[N:3]=2)[CH:27]=[CH:26][CH:25]=[CH:24][CH:23]=1. (2) The reactants are Br[CH2:2][C:3]([C:5]1[CH:10]=[CH:9][C:8]([F:11])=[CH:7][CH:6]=1)=O.[CH3:12][C:13]([CH3:18])([CH3:17])[C:14]([NH2:16])=[O:15]. The catalyst is O1CCOCC1. The product is [C:13]([C:14]1[O:15][CH:2]=[C:3]([C:5]2[CH:10]=[CH:9][C:8]([F:11])=[CH:7][CH:6]=2)[N:16]=1)([CH3:18])([CH3:17])[CH3:12]. The yield is 0.550. (3) The reactants are [CH:1]1([N:4]2[C:8](=[O:9])[NH:7][N:6]=[N:5]2)[CH2:3][CH2:2]1.C([O-])([O-])=O.[K+].[K+].[CH3:16][N:17]([C:21]1[CH:22]=[N:23][CH:24]=[CH:25][CH:26]=1)[C:18](Cl)=[O:19]. The catalyst is CN(C1C=CN=CC=1)C.C(#N)C. The product is [CH3:16][N:17]([C:21]1[CH:22]=[N:23][CH:24]=[CH:25][CH:26]=1)[C:18]([N:7]1[C:8](=[O:9])[N:4]([CH:1]2[CH2:3][CH2:2]2)[N:5]=[N:6]1)=[O:19]. The yield is 0.290.